From a dataset of Catalyst prediction with 721,799 reactions and 888 catalyst types from USPTO. Predict which catalyst facilitates the given reaction. (1) Reactant: [CH3:1][C@H:2]1[CH2:7][O:6][CH2:5][CH2:4][N:3]1[C:8]1[CH:13]=[C:12]([CH2:14][S:15]([CH3:18])(=[O:17])=[O:16])[N:11]=[C:10]([C:19]2[CH:24]=[CH:23][C:22]([NH:25][C:26](=[O:34])OC3C=CC=CC=3)=[CH:21][CH:20]=2)[N:9]=1.C(N(CC)CC)C.[NH2:42][CH:43]([CH3:46])[CH2:44][OH:45]. Product: [OH:45][CH2:44][CH:43]([NH:42][C:26](=[O:34])[NH:25][C:22]1[CH:21]=[CH:20][C:19]([C:10]2[N:9]=[C:8]([N:3]3[CH2:4][CH2:5][O:6][CH2:7][C@@H:2]3[CH3:1])[CH:13]=[C:12]([CH2:14][S:15]([CH3:18])(=[O:16])=[O:17])[N:11]=2)=[CH:24][CH:23]=1)[CH3:46]. The catalyst class is: 3. (2) Reactant: [OH:1][C@H:2]1[CH2:6][CH2:5][NH:4][C:3]1=[O:7].[CH2:8]1[CH2:10][CH:9]1[CH2:11][O:12][C:13]1[N:18]=[CH:17][C:16](O)=[CH:15][CH:14]=1.C1(P(C2C=CC=CC=2)C2C=CC=CC=2)C=CC=CC=1.CC(OC(/N=N/C(OC(C)C)=O)=O)C. Product: [CH2:8]1[CH2:10][CH:9]1[CH2:11][O:12][C:13]1[N:18]=[CH:17][C:16]([O:1][C@@H:2]2[CH2:6][CH2:5][NH:4][C:3]2=[O:7])=[CH:15][CH:14]=1. The catalyst class is: 76. (3) Reactant: Br[CH:2]([CH:5]=[O:6])[CH:3]=O.[Br:7][C:8]1[CH:9]=[N:10][C:11]([NH2:14])=[N:12][CH:13]=1. Product: [Br:7][C:8]1[CH:9]=[N:10][C:11]2[N:12]([C:2]([CH:5]=[O:6])=[CH:3][N:14]=2)[CH:13]=1. The catalyst class is: 10. (4) Reactant: [C:1](Cl)(=[O:4])[CH:2]=[CH2:3].[NH2:6][C:7]1[CH:8]=[N:9][N:10]([CH2:37][O:38][CH2:39][CH2:40][Si:41]([CH3:44])([CH3:43])[CH3:42])[C:11]=1[C:12]1[CH:13]=[C:14]2[C:19](=[CH:20][N:21]=1)[CH2:18][N:17]([C:22]1[C:27]([F:28])=[C:26]([O:29][CH3:30])[CH:25]=[C:24]([O:31][CH3:32])[C:23]=1[F:33])[C:16](=[O:34])[C:15]12[CH2:36][CH2:35]1.C(N(CC)CC)C. Product: [F:33][C:23]1[C:24]([O:31][CH3:32])=[CH:25][C:26]([O:29][CH3:30])=[C:27]([F:28])[C:22]=1[N:17]1[C:16](=[O:34])[C:15]2([CH2:36][CH2:35]2)[C:14]2[C:19](=[CH:20][N:21]=[C:12]([C:11]3[N:10]([CH2:37][O:38][CH2:39][CH2:40][Si:41]([CH3:42])([CH3:44])[CH3:43])[N:9]=[CH:8][C:7]=3[NH:6][C:1](=[O:4])[CH:2]=[CH2:3])[CH:13]=2)[CH2:18]1. The catalyst class is: 2.